This data is from Catalyst prediction with 721,799 reactions and 888 catalyst types from USPTO. The task is: Predict which catalyst facilitates the given reaction. (1) Reactant: [Cl:1][C:2]1[C:7]([CH3:8])=[C:6]([N:9]2[CH:13]=[N:12][N:11]=[CH:10]2)[C:5]([C:14]2[CH:19]=[CH:18][CH:17]=[C:16]([F:20])[CH:15]=2)=[C:4]([C:21](=O)[CH3:22])[CH:3]=1.C([O-])(=O)C.[NH4+].C([BH3-])#[N:30].[Na+]. Product: [Cl:1][C:2]1[C:7]([CH3:8])=[C:6]([N:9]2[CH:13]=[N:12][N:11]=[CH:10]2)[C:5]([C:14]2[CH:19]=[CH:18][CH:17]=[C:16]([F:20])[CH:15]=2)=[C:4]([CH:21]([NH2:30])[CH3:22])[CH:3]=1. The catalyst class is: 449. (2) Reactant: [CH3:1][C:2]1[C:7]([CH2:8][OH:9])=[C:6]([C:10]2[CH:15]=[CH:14][C:13]([CH3:16])=[CH:12][CH:11]=2)[N:5]=[C:4]([N:17]2[CH2:22][CH2:21][CH2:20][CH2:19][CH2:18]2)[N:3]=1.[Cr](O[Cr]([O-])(=O)=O)([O-])(=O)=O.[NH+]1C=CC=CC=1.[NH+]1C=CC=CC=1. Product: [CH3:1][C:2]1[C:7]([CH:8]=[O:9])=[C:6]([C:10]2[CH:11]=[CH:12][C:13]([CH3:16])=[CH:14][CH:15]=2)[N:5]=[C:4]([N:17]2[CH2:22][CH2:21][CH2:20][CH2:19][CH2:18]2)[N:3]=1. The catalyst class is: 4.